From a dataset of Reaction yield outcomes from USPTO patents with 853,638 reactions. Predict the reaction yield, written as a fraction of the theoretical maximum amount of product (1.0 means a 100% yield; for example, 0.34 means a 34% yield). (1) The reactants are N[C@H:2]([C:10]([OH:12])=[O:11])[CH2:3][C:4]1[CH:9]=[CH:8][CH:7]=[CH:6][CH:5]=1.S(=O)(=O)(O)[OH:14].N([O-])=O.[Na+]. The catalyst is O. The product is [OH:14][C@@H:2]([CH2:3][C:4]1[CH:9]=[CH:8][CH:7]=[CH:6][CH:5]=1)[C:10]([OH:12])=[O:11]. The yield is 0.870. (2) The reactants are [CH:1]1([Mg]Br)[CH2:5][CH2:4][CH2:3][CH2:2]1.N1C=CC=CC=1S[C:15](=[O:24])[CH2:16][CH2:17][C:18]1[CH2:23][CH2:22][CH2:21][CH2:20][CH:19]=1. The catalyst is CCOCC.C1COCC1. The product is [C:18]1([CH2:17][CH2:16][C:15]([CH:1]2[CH2:5][CH2:4][CH2:3][CH2:2]2)=[O:24])[CH2:23][CH2:22][CH2:21][CH2:20][CH:19]=1. The yield is 0.720.